From a dataset of Reaction yield outcomes from USPTO patents with 853,638 reactions. Predict the reaction yield, written as a fraction of the theoretical maximum amount of product (1.0 means a 100% yield; for example, 0.34 means a 34% yield). The reactants are [F:1][C:2]1[CH:10]=[C:9]2[C:5]([C:6]([C:20]3[CH:28]=[C:27]4[C:23]([CH:24]=[N:25][NH:26]4)=[CH:22][CH:21]=3)=[CH:7][N:8]2[S:11]([C:14]2[CH:19]=[CH:18][CH:17]=[CH:16][CH:15]=2)(=[O:13])=[O:12])=[CH:4][CH:3]=1.Br[CH2:30][CH2:31][C:32]([NH2:34])=[O:33].C([O-])([O-])=O.[K+].[K+].O. The catalyst is CN(C=O)C. The product is [F:1][C:2]1[CH:10]=[C:9]2[C:5]([C:6]([C:20]3[CH:28]=[C:27]4[C:23]([CH:24]=[N:25][N:26]4[CH2:30][CH2:31][C:32]([NH2:34])=[O:33])=[CH:22][CH:21]=3)=[CH:7][N:8]2[S:11]([C:14]2[CH:19]=[CH:18][CH:17]=[CH:16][CH:15]=2)(=[O:13])=[O:12])=[CH:4][CH:3]=1. The yield is 0.400.